This data is from Reaction yield outcomes from USPTO patents with 853,638 reactions. The task is: Predict the reaction yield, written as a fraction of the theoretical maximum amount of product (1.0 means a 100% yield; for example, 0.34 means a 34% yield). (1) The reactants are [C:1]([C:3]1[CH:4]=[C:5]2[C:10](=[CH:11][C:12]=1[O:13][C:14]1[CH:22]=[CH:21][C:17]([C:18]([OH:20])=O)=[CH:16][C:15]=1[CH3:23])[O:9][CH2:8][CH2:7][CH:6]2[C:24]([O:26][CH3:27])=[O:25])#[N:2].C(N(C(C)C)C(C)C)C.CN(C(ON1N=NC2C=CC=CC1=2)=[N+](C)C)C.F[P-](F)(F)(F)(F)F.[Cl:61][C:62]1[CH:67]=[CH:66][C:65]([CH2:68][CH2:69][NH2:70])=[CH:64][CH:63]=1.Cl. The catalyst is CN(C=O)C. The product is [Cl:61][C:62]1[CH:67]=[CH:66][C:65]([CH2:68][CH2:69][NH:70][C:18]([C:17]2[CH:21]=[CH:22][C:14]([O:13][C:12]3[CH:11]=[C:10]4[C:5]([CH:6]([C:24]([O:26][CH3:27])=[O:25])[CH2:7][CH2:8][O:9]4)=[CH:4][C:3]=3[C:1]#[N:2])=[C:15]([CH3:23])[CH:16]=2)=[O:20])=[CH:64][CH:63]=1. The yield is 0.340. (2) The reactants are [Br:1][C:2]1[CH:3]=[CH:4][C:5]([F:9])=[C:6]([OH:8])[CH:7]=1.[CH3:10][N:11]1[CH:15]=[C:14]([CH2:16]O)[N:13]=[N:12]1.C1(P(C2C=CC=CC=2)C2C=CC=CC=2)C=CC=CC=1.N(C(OC(C)C)=O)=NC(OC(C)C)=O. The catalyst is O1CCCC1.C(O)(=O)C. The product is [Br:1][C:2]1[CH:3]=[CH:4][C:5]([F:9])=[C:6]([CH:7]=1)[O:8][CH2:16][C:14]1[N:13]=[N:12][N:11]([CH3:10])[CH:15]=1. The yield is 0.660. (3) The reactants are C([O:5][C:6]([C:8]1[CH:9]=[CH:10][C:11]2[C:12]3[C:34]4[C:20]([C:21]5[C:26]=2[C:25]=1[C:24]([C:27]([O:29]CCCC)=[O:28])=[CH:23][CH:22]=5)=[CH:19][CH:18]=[C:17]([C:35]([O:37][CH2:38][CH2:39][CH2:40][CH3:41])=[O:36])[C:16]=4[C:15]([C:42]([O:44][CH2:45][CH2:46][CH2:47][CH3:48])=[O:43])=[CH:14][CH:13]=3)=O)CCC.C1(C)C=CC(S(O)(=O)=O)=CC=1.C(#N)C. The catalyst is C1CCCCC1.CCCCCCCCCCCC. The product is [CH2:38]([O:37][C:35]([C:17]1[C:16]2[C:34]3[C:20]([C:21]4[C:26]5[C:25]6=[C:8]([C:6]([O:28][C:27](=[O:29])[C:24]6=[CH:23][CH:22]=4)=[O:5])[CH:9]=[CH:10][C:11]=5[C:12]=3[CH:13]=[CH:14][C:15]=2[C:42]([O:44][CH2:45][CH2:46][CH2:47][CH3:48])=[O:43])=[CH:19][CH:18]=1)=[O:36])[CH2:39][CH2:40][CH3:41]. The yield is 0.910.